The task is: Predict the reactants needed to synthesize the given product.. This data is from Full USPTO retrosynthesis dataset with 1.9M reactions from patents (1976-2016). (1) Given the product [CH2:20]([O:15][CH2:2][CH2:3][CH2:4][CH2:5][CH2:6][CH3:7])[CH:19]([CH2:18][OH:22])[OH:21], predict the reactants needed to synthesize it. The reactants are: O.[C:2]([OH:15])(=[O:15])[CH2:3][CH2:4][CH2:5][CH2:6][CH2:7][CH2:2][CH2:3][CH2:4][CH2:5][CH2:6][CH3:7].[OH-].[K+].[CH2:18]([O:22]CCCCCC)[CH:19]1[O:21][CH2:20]1. (2) Given the product [CH2:1]([N:8]1[CH2:13][CH2:12][N:11]([CH2:14][C:15]2[N:24]=[C:23]([Cl:32])[C:22]3[C:17](=[CH:18][CH:19]=[CH:20][CH:21]=3)[N:16]=2)[C@@H:10]([CH2:26][CH:27]([CH3:29])[CH3:28])[CH2:9]1)[C:2]1[CH:7]=[CH:6][CH:5]=[CH:4][CH:3]=1, predict the reactants needed to synthesize it. The reactants are: [CH2:1]([N:8]1[CH2:13][CH2:12][N:11]([CH2:14][C:15]2[NH:24][C:23](=O)[C:22]3[C:17](=[CH:18][CH:19]=[CH:20][CH:21]=3)[N:16]=2)[C@@H:10]([CH2:26][CH:27]([CH3:29])[CH3:28])[CH2:9]1)[C:2]1[CH:7]=[CH:6][CH:5]=[CH:4][CH:3]=1.S(Cl)([Cl:32])=O.CN(C=O)C.